From a dataset of Forward reaction prediction with 1.9M reactions from USPTO patents (1976-2016). Predict the product of the given reaction. (1) Given the reactants C([O:8][N:9]1[C:18]2[C:13](=[CH:14][CH:15]=[CH:16][N:17]=2)[C:12]([C:19]2[CH:24]=[CH:23][C:22]([CH2:25][CH2:26][C:27]3[CH:32]=[CH:31][N:30]=[CH:29][CH:28]=3)=[CH:21][CH:20]=2)=[C:11]([C:33]([O:35][CH2:36][CH3:37])=[O:34])[C:10]1=[O:38])C1C=CC=CC=1.Br.CC(O)=O, predict the reaction product. The product is: [N:30]1[CH:31]=[CH:32][C:27]([CH2:26][CH2:25][C:22]2[CH:21]=[CH:20][C:19]([C:12]3[C:13]4[C:18](=[N:17][CH:16]=[CH:15][CH:14]=4)[N:9]([OH:8])[C:10](=[O:38])[C:11]=3[C:33]([O:35][CH2:36][CH3:37])=[O:34])=[CH:24][CH:23]=2)=[CH:28][CH:29]=1. (2) Given the reactants [CH3:1][O:2][C:3]1[CH:12]=[CH:11][C:6]2[C:7](=[O:10])[CH2:8][O:9][C:5]=2[C:4]=1[CH2:13][N:14]1[CH2:19][CH2:18][N:17]([C:20]([O:22][C:23]([CH3:26])([CH3:25])[CH3:24])=[O:21])[CH2:16][CH2:15]1.[NH:27]1[C:35]2[C:30](=[CH:31][CH:32]=[CH:33][N:34]=2)[C:29]([CH:36]=O)=[CH:28]1.N1CCCCC1, predict the reaction product. The product is: [NH:27]1[C:35]2=[N:34][CH:33]=[CH:32][CH:31]=[C:30]2[C:29](/[CH:36]=[C:8]2\[O:9][C:5]3[C:4]([CH2:13][N:14]4[CH2:15][CH2:16][N:17]([C:20]([O:22][C:23]([CH3:26])([CH3:25])[CH3:24])=[O:21])[CH2:18][CH2:19]4)=[C:3]([O:2][CH3:1])[CH:12]=[CH:11][C:6]=3[C:7]\2=[O:10])=[CH:28]1. (3) Given the reactants S(=O)(=O)(O)O.[Cl:6][C:7]1[C:8]([Cl:16])=[N:9][CH:10]=[C:11]([CH:15]=1)[C:12]([OH:14])=[O:13].[C:17](=O)(O)[O-].[Na+], predict the reaction product. The product is: [CH3:17][O:13][C:12](=[O:14])[C:11]1[CH:15]=[C:7]([Cl:6])[C:8]([Cl:16])=[N:9][CH:10]=1. (4) Given the reactants [CH3:1][C:2]([CH3:36])([CH3:35])[C:3]#[C:4][C:5]1[S:9][C:8]([C:10]([O:12]C)=[O:11])=[C:7]([N:14]([C@H:24]2[CH2:29][CH2:28][CH2:27][N:26]([CH2:30][CH2:31][O:32][CH3:33])[C:25]2=[O:34])[C:15]([C@H:17]2[CH2:22][CH2:21][C@H:20]([CH3:23])[CH2:19][CH2:18]2)=[O:16])[CH:6]=1, predict the reaction product. The product is: [CH3:35][C:2]([CH3:1])([CH3:36])[C:3]#[C:4][C:5]1[S:9][C:8]([C:10]([OH:12])=[O:11])=[C:7]([N:14]([C@H:24]2[CH2:29][CH2:28][CH2:27][N:26]([CH2:30][CH2:31][O:32][CH3:33])[C:25]2=[O:34])[C:15]([C@H:17]2[CH2:22][CH2:21][C@H:20]([CH3:23])[CH2:19][CH2:18]2)=[O:16])[CH:6]=1. (5) Given the reactants [Cl:1][C:2]1[CH:24]=[C:23]([N+:25]([O-:27])=[O:26])[CH:22]=[C:21]([Cl:28])[C:3]=1[O:4][C:5]1[CH:20]=[CH:19][C:8]([CH2:9][CH2:10][NH:11]C(=O)OC(C)(C)C)=[CH:7][CH:6]=1.FC(F)(F)C(O)=O, predict the reaction product. The product is: [Cl:1][C:2]1[CH:24]=[C:23]([N+:25]([O-:27])=[O:26])[CH:22]=[C:21]([Cl:28])[C:3]=1[O:4][C:5]1[CH:6]=[CH:7][C:8]([CH2:9][CH2:10][NH2:11])=[CH:19][CH:20]=1. (6) Given the reactants [F:1][CH:2]([F:26])[O:3][C:4]1[CH:9]=[CH:8][C:7]([C:10]2[CH:11]=[N:12][C:13]([NH:16][C:17]3[CH:18]=[N:19][CH:20]=[C:21]([CH:25]=3)[C:22]([OH:24])=O)=[N:14][CH:15]=2)=[CH:6][CH:5]=1.CN(C(ON1N=NC2C=CC=NC1=2)=[N+](C)C)C.F[P-](F)(F)(F)(F)F.CCN(C(C)C)C(C)C.[C:60]([N:67]1[CH2:72][CH2:71][NH:70][CH2:69][CH2:68]1)([O:62][C:63]([CH3:66])([CH3:65])[CH3:64])=[O:61], predict the reaction product. The product is: [F:26][CH:2]([F:1])[O:3][C:4]1[CH:9]=[CH:8][C:7]([C:10]2[CH:11]=[N:12][C:13]([NH:16][C:17]3[CH:18]=[N:19][CH:20]=[C:21]([CH:25]=3)[C:22]([N:70]3[CH2:69][CH2:68][N:67]([C:60]([O:62][C:63]([CH3:66])([CH3:65])[CH3:64])=[O:61])[CH2:72][CH2:71]3)=[O:24])=[N:14][CH:15]=2)=[CH:6][CH:5]=1. (7) Given the reactants [Li].[Cl:2][C:3]1[CH:8]=[C:7]([F:9])[CH:6]=[CH:5][C:4]=1[C@@H:10]1[C:15]([C:16]([O:18][C@H:19](C)C(OC(C)C)=O)=[O:17])=[C:14]([CH2:27][N:28]2[CH2:33][CH2:32][O:31][CH2:30][CH2:29]2)[NH:13][C:12]([C:34]2[S:35][CH:36]=[CH:37][N:38]=2)=[N:11]1, predict the reaction product. The product is: [Cl:2][C:3]1[CH:8]=[C:7]([F:9])[CH:6]=[CH:5][C:4]=1[C@H:10]1[C:15]([C:16]([O:18][CH3:19])=[O:17])=[C:14]([CH2:27][N:28]2[CH2:29][CH2:30][O:31][CH2:32][CH2:33]2)[NH:13][C:12]([C:34]2[S:35][CH:36]=[CH:37][N:38]=2)=[N:11]1. (8) Given the reactants [CH3:1][O:2][CH2:3][CH2:4][O:5][C:6]1[CH:7]=[C:8]2[C:12](=[CH:13][CH:14]=1)[NH:11][CH:10]=[CH:9]2.[CH2:15]=O.Cl.[CH3:18][NH:19][CH3:20], predict the reaction product. The product is: [CH3:1][O:2][CH2:3][CH2:4][O:5][C:6]1[CH:7]=[C:8]2[C:12](=[CH:13][CH:14]=1)[N:11]([CH2:18][N:19]([CH3:15])[CH3:20])[CH:10]=[CH:9]2. (9) The product is: [CH3:1][O:2][CH2:3][C:4]1[N:9]=[CH:8][C:7]([O:10][C:11]2[CH:12]=[C:13]3[C:17](=[C:18]([O:20][CH:21]4[CH2:22][CH2:23][O:24][CH2:25][CH2:26]4)[CH:19]=2)[NH:16][C:15]([C:27]([NH2:32])=[O:28])=[CH:14]3)=[CH:6][CH:5]=1. Given the reactants [CH3:1][O:2][CH2:3][C:4]1[N:9]=[CH:8][C:7]([O:10][C:11]2[CH:12]=[C:13]3[C:17](=[C:18]([O:20][CH:21]4[CH2:26][CH2:25][O:24][CH2:23][CH2:22]4)[CH:19]=2)[NH:16][C:15]([C:27](O)=[O:28])=[CH:14]3)=[CH:6][CH:5]=1.O.O[N:32]1C2C=CC=CC=2N=N1.Cl.C(N=C=NCCCN(C)C)C.N, predict the reaction product. (10) Given the reactants Cl[C:2]1[C:7]([C:8]2[N:12]=[C:11]([C:13]([NH:15][CH2:16][CH2:17][O:18][CH3:19])=[O:14])[O:10][N:9]=2)=[CH:6][N:5]=[C:4]2[NH:20][CH:21]=[CH:22][C:3]=12.Cl.[CH3:24][C@@H:25]1[CH2:30][CH2:29][CH2:28][CH2:27][C@@H:26]1[NH2:31].CCN(C(C)C)C(C)C, predict the reaction product. The product is: [CH3:19][O:18][CH2:17][CH2:16][NH:15][C:13](=[O:14])[C:11]([NH:12][C:8]1[C:7]2[C:2](=[C:3]3[CH:22]=[CH:21][NH:20][C:4]3=[N:5][CH:6]=2)[N:31]([C@H:26]2[CH2:27][CH2:28][CH2:29][CH2:30][C@H:25]2[CH3:24])[N:9]=1)=[O:10].